Dataset: Catalyst prediction with 721,799 reactions and 888 catalyst types from USPTO. Task: Predict which catalyst facilitates the given reaction. (1) Reactant: [Cl:1][C:2]1[C:33]([C:34]2([C:37]#[N:38])[CH2:36][CH2:35]2)=[CH:32][CH:31]=[CH:30][C:3]=1[C:4]([NH:6][C:7]1[CH:12]=[C:11]([O:13][C:14]2[N:19]=[C:18]3[S:20][C:21]([NH:23][C:24]([CH:26]4[CH2:28][CH2:27]4)=[O:25])=[N:22][C:17]3=[CH:16][CH:15]=2)[CH:10]=[CH:9][C:8]=1[F:29])=[O:5].[CH:39]1([C:42](Cl)=[O:43])[CH2:41][CH2:40]1. Product: [Cl:1][C:2]1[C:33]([C:34]2([C:37]#[N:38])[CH2:36][CH2:35]2)=[CH:32][CH:31]=[CH:30][C:3]=1[C:4]([N:6]([C:42]([CH:39]1[CH2:41][CH2:40]1)=[O:43])[C:7]1[CH:12]=[C:11]([O:13][C:14]2[N:19]=[C:18]3[S:20][C:21]([NH:23][C:24]([CH:26]4[CH2:28][CH2:27]4)=[O:25])=[N:22][C:17]3=[CH:16][CH:15]=2)[CH:10]=[CH:9][C:8]=1[F:29])=[O:5]. The catalyst class is: 537. (2) Reactant: [F:1][C:2]1[CH:24]=[CH:23][C:22]([F:25])=[CH:21][C:3]=1[CH2:4][O:5][C:6]1[CH:11]=[CH:10][C:9]([C:12](=[O:20])[CH2:13][CH2:14][C:15]([O:17]CC)=[O:16])=[CH:8][CH:7]=1.C(O)C.Cl. Product: [F:1][C:2]1[CH:24]=[CH:23][C:22]([F:25])=[CH:21][C:3]=1[CH2:4][O:5][C:6]1[CH:11]=[CH:10][C:9]([C:12](=[O:20])[CH2:13][CH2:14][C:15]([OH:17])=[O:16])=[CH:8][CH:7]=1. The catalyst class is: 74.